The task is: Predict the reactants needed to synthesize the given product.. This data is from Full USPTO retrosynthesis dataset with 1.9M reactions from patents (1976-2016). (1) Given the product [CH3:1][O:2][C:3]1[CH:4]=[C:5]([NH:25][C:45]([C:39]2[S:38][C:37]([C:34]3[CH:35]=[CH:36][C:31]([Cl:30])=[CH:32][CH:33]=3)=[N:41][C:40]=2[CH2:42][CH2:43][OH:44])=[O:46])[CH:6]=[CH:7][C:8]=1[N:9]1[CH2:13][CH2:12][C@@H:11]([O:14][Si:15]([CH:19]([CH3:21])[CH3:20])([CH:22]([CH3:24])[CH3:23])[CH:16]([CH3:18])[CH3:17])[CH2:10]1, predict the reactants needed to synthesize it. The reactants are: [CH3:1][O:2][C:3]1[CH:4]=[C:5]([NH2:25])[CH:6]=[CH:7][C:8]=1[N:9]1[CH2:13][CH2:12][C@@H:11]([O:14][Si:15]([CH:22]([CH3:24])[CH3:23])([CH:19]([CH3:21])[CH3:20])[CH:16]([CH3:18])[CH3:17])[CH2:10]1.C[Al](C)C.[Cl:30][C:31]1[CH:36]=[CH:35][C:34]([C:37]2[S:38][C:39]3[C:45](=[O:46])[O:44][CH2:43][CH2:42][C:40]=3[N:41]=2)=[CH:33][CH:32]=1. (2) The reactants are: CN(C(ON1N=NC2C=CC=NC1=2)=[N+](C)C)C.F[P-](F)(F)(F)(F)F.[CH3:25][C:26]1[N:31]=[C:30]([C:32]([OH:34])=O)[CH:29]=[CH:28][CH:27]=1.FC(F)(F)C(O)=O.[CH3:42][O:43][C:44]1[CH:64]=[CH:63][C:47]([O:48][C:49]2[CH:62]=[CH:61][C:52]([CH2:53][NH:54][C:55]([C:57]3([NH2:60])[CH2:59][CH2:58]3)=[O:56])=[CH:51][CH:50]=2)=[C:46]([C:65]([F:68])([F:67])[F:66])[CH:45]=1. Given the product [CH3:42][O:43][C:44]1[CH:64]=[CH:63][C:47]([O:48][C:49]2[CH:62]=[CH:61][C:52]([CH2:53][NH:54][C:55]([C:57]3([NH:60][C:32]([C:30]4[CH:29]=[CH:28][CH:27]=[C:26]([CH3:25])[N:31]=4)=[O:34])[CH2:58][CH2:59]3)=[O:56])=[CH:51][CH:50]=2)=[C:46]([C:65]([F:66])([F:67])[F:68])[CH:45]=1, predict the reactants needed to synthesize it. (3) Given the product [CH3:1][N:2]1[CH2:22][CH2:21][C:5]2[N:6]([CH2:14][CH2:15][C:16]([NH2:23])=[O:18])[C:7]3[CH:8]=[CH:9][C:10]([CH3:13])=[CH:11][C:12]=3[C:4]=2[CH2:3]1, predict the reactants needed to synthesize it. The reactants are: [CH3:1][N:2]1[CH2:22][CH2:21][C:5]2[N:6]([CH2:14][CH2:15][C:16]([O:18]CC)=O)[C:7]3[CH:8]=[CH:9][C:10]([CH3:13])=[CH:11][C:12]=3[C:4]=2[CH2:3]1.[NH3:23]. (4) Given the product [NH2:26][C:27]1[N:32]=[C:31]([N:8]2[CH2:7][C@@H:3]3[C@@H:2]([N:1]([C:10]([O:12][C:13]([CH3:16])([CH3:15])[CH3:14])=[O:11])[CH2:6][CH2:5][CH2:4]3)[CH2:9]2)[CH:30]=[C:29]([Cl:34])[N:28]=1, predict the reactants needed to synthesize it. The reactants are: [N:1]1([C:10]([O:12][C:13]([CH3:16])([CH3:15])[CH3:14])=[O:11])[CH2:6][CH2:5][CH2:4][C@@H:3]2[CH2:7][NH:8][CH2:9][C@H:2]12.CCN(C(C)C)C(C)C.[NH2:26][C:27]1[N:32]=[C:31](Cl)[CH:30]=[C:29]([Cl:34])[N:28]=1. (5) Given the product [O:20]=[CH:18][C@@H:17]([C@H:16]([C@@H:15]([C@@H:14]([CH2:13][OH:57])[OH:19])[OH:56])[OH:55])[OH:54], predict the reactants needed to synthesize it. The reactants are: C1N(CCS(O)(=O)=O)CCOC1.[CH2:13]([OH:57])[C@H:14]1[O:19][C@H:18]([O:20][C@H]2[C@H](O)[C@@H](O)[C@@H]([O:56][C@H:15]3[C@H:16]([OH:55])[C@@H:17]([OH:54])[C@@H:18]([O:20][C@H]4[C@H](O)[C@@H](O)[C@@H](O)O[C@@H]4CO)[O:19][C@@H:14]3[CH2:13][OH:57])O[C@@H]2CO)[C@H:17]([OH:54])[C@@H:16]([OH:55])[C@@H:15]1[OH:56].